Dataset: TCR-epitope binding with 47,182 pairs between 192 epitopes and 23,139 TCRs. Task: Binary Classification. Given a T-cell receptor sequence (or CDR3 region) and an epitope sequence, predict whether binding occurs between them. (1) The epitope is YLQPRTFLL. The TCR CDR3 sequence is CATEDRNTGELFF. Result: 1 (the TCR binds to the epitope). (2) The epitope is IPRRNVATL. The TCR CDR3 sequence is CASSQAPTSGGEQFF. Result: 0 (the TCR does not bind to the epitope). (3) The epitope is LLWNGPMAV. The TCR CDR3 sequence is CASSQDPGGPSRTQYF. Result: 1 (the TCR binds to the epitope). (4) The epitope is IPRRNVATL. The TCR CDR3 sequence is CASSEMVNAYQPQHF. Result: 0 (the TCR does not bind to the epitope). (5) The epitope is SFHSLHLLF. The TCR CDR3 sequence is CASNPGLAGGPHEQYF. Result: 0 (the TCR does not bind to the epitope). (6) The epitope is TAFTIPSI. The TCR CDR3 sequence is CASSFGTAVKRGEAFF. Result: 0 (the TCR does not bind to the epitope). (7) The epitope is RLYYDSMSY. The TCR CDR3 sequence is CASSLGGDEQFF. Result: 0 (the TCR does not bind to the epitope).